This data is from CYP2D6 inhibition data for predicting drug metabolism from PubChem BioAssay. The task is: Regression/Classification. Given a drug SMILES string, predict its absorption, distribution, metabolism, or excretion properties. Task type varies by dataset: regression for continuous measurements (e.g., permeability, clearance, half-life) or binary classification for categorical outcomes (e.g., BBB penetration, CYP inhibition). Dataset: cyp2d6_veith. (1) The compound is c1cncc(CNc2ccnc(-c3ccc4c(c3)OCO4)n2)c1. The result is 1 (inhibitor). (2) The molecule is O=C=Nc1ccc(Cc2ccc(N=C=O)cc2)cc1.O=c1oc(=O)c2cc3c(=O)oc(=O)c3cc12. The result is 0 (non-inhibitor). (3) The molecule is COc1ccc(Oc2ncc3nc(-c4cn(C)c5ccccc45)c(=O)n(CCC#N)c3n2)cc1. The result is 0 (non-inhibitor). (4) The drug is Cc1ccc(S(=O)(=O)/N=C(/Nc2c(C)n(C)n(-c3ccccc3)c2=O)c2ccc(Cl)cc2)cc1. The result is 0 (non-inhibitor). (5) The drug is COc1ccc(NC(=O)c2ccc(-n3cccn3)nc2)c(OC)c1. The result is 0 (non-inhibitor).